From a dataset of CYP2C19 inhibition data for predicting drug metabolism from PubChem BioAssay. Regression/Classification. Given a drug SMILES string, predict its absorption, distribution, metabolism, or excretion properties. Task type varies by dataset: regression for continuous measurements (e.g., permeability, clearance, half-life) or binary classification for categorical outcomes (e.g., BBB penetration, CYP inhibition). Dataset: cyp2c19_veith. (1) The result is 1 (inhibitor). The drug is CCCn1nc(C(=O)NCC(C)(C)N2CCOCC2)c2ccccc2c1=O. (2) The compound is CN(C)Cc1ccccc1-c1ccc2ncnc(NC3CCNCC3)c2c1. The result is 0 (non-inhibitor). (3) The molecule is CC(=O)N[C@@H](CC(=O)O)C(=O)O. The result is 0 (non-inhibitor). (4) The drug is Cc1nc(S(=O)(=O)c2cccc(Cl)c2)nc2c1CCC2. The result is 1 (inhibitor). (5) The compound is Cl.Fc1ccccc1CCNCc1cccc(Cl)c1Cl. The result is 1 (inhibitor). (6) The drug is COc1cccc(C2=NOC(C(=O)Nc3cccnc3)C2)c1. The result is 1 (inhibitor).